Dataset: Forward reaction prediction with 1.9M reactions from USPTO patents (1976-2016). Task: Predict the product of the given reaction. The product is: [F:17][C:18]1[CH:23]=[CH:22][C:21]([F:24])=[CH:20][C:19]=1[C:2]1[C:6]2=[N:7][C:8]([C:11]3[O:12][C:13]([CH3:16])=[N:14][N:15]=3)=[CH:9][CH:10]=[C:5]2[O:4][CH:3]=1. Given the reactants Br[C:2]1[C:6]2=[N:7][C:8]([C:11]3[O:12][C:13]([CH3:16])=[N:14][N:15]=3)=[CH:9][CH:10]=[C:5]2[O:4][CH:3]=1.[F:17][C:18]1[CH:23]=[CH:22][C:21]([F:24])=[CH:20][C:19]=1B(O)O, predict the reaction product.